Dataset: Full USPTO retrosynthesis dataset with 1.9M reactions from patents (1976-2016). Task: Predict the reactants needed to synthesize the given product. (1) Given the product [CH3:1][O:2][C:3](=[O:13])[C:4]1[CH:9]=[CH:8][C:7]([C:10]2[N:28]=[C:22]([C:21]3[CH:25]=[CH:26][C:18]([CH2:14][CH:15]([CH3:17])[CH3:16])=[CH:19][CH:20]=3)[O:23][N:11]=2)=[C:6]([CH3:12])[CH:5]=1, predict the reactants needed to synthesize it. The reactants are: [CH3:1][O:2][C:3](=[O:13])[C:4]1[CH:9]=[CH:8][C:7]([C:10]#[N:11])=[C:6]([CH3:12])[CH:5]=1.[CH2:14]([C:18]1[CH:26]=[CH:25][C:21]([C:22](O)=[O:23])=[CH:20][CH:19]=1)[CH:15]([CH3:17])[CH3:16].O[NH:28]C(=N)C1C=CC(CO)=CC=1.C(OC1C=CC(C2ON=C(C3C=CC(CO)=CC=3)N=2)=CC=1)(C)C. (2) Given the product [NH:11]1[C:15]2[CH:16]=[CH:17][CH:18]=[CH:19][C:14]=2[N:13]=[C:12]1[C@H:8]([NH:9][C:10]([N:27]1[CH2:28][CH:23]2[CH2:30][CH2:29][CH:26]1[CH2:25][N:24]2[C:31]([O:33][C:34]([CH3:37])([CH3:36])[CH3:35])=[O:32])=[O:20])[CH2:7][C:6]1[CH:21]=[CH:22][C:3]([O:2][CH3:1])=[CH:4][CH:5]=1, predict the reactants needed to synthesize it. The reactants are: [CH3:1][O:2][C:3]1[CH:22]=[CH:21][C:6]([CH2:7][C@@H:8]2[C:12]3=[N:13][C:14]4[CH:19]=[CH:18][CH:17]=[CH:16][C:15]=4[N:11]3[C:10](=[O:20])[NH:9]2)=[CH:5][CH:4]=1.[CH:23]12[CH2:30][CH2:29][CH:26]([NH:27][CH2:28]1)[CH2:25][N:24]2[C:31]([O:33][C:34]([CH3:37])([CH3:36])[CH3:35])=[O:32].C(O)(C(F)(F)F)=O. (3) Given the product [Br:11][C:8]1[CH:9]=[CH:10][C:5]([NH:2][NH2:3])=[N:6][CH:7]=1, predict the reactants needed to synthesize it. The reactants are: O.[NH2:2][NH2:3].Br[C:5]1[CH:10]=[CH:9][C:8]([Br:11])=[CH:7][N:6]=1. (4) Given the product [N:18]([C:21]([CH3:27])([CH3:26])[CH2:22][C:23]([N:5]1[CH2:6][CH2:7][C:2]([CH3:8])([CH3:1])[CH2:3][CH2:4]1)=[O:24])=[N+:19]=[N-:20], predict the reactants needed to synthesize it. The reactants are: [CH3:1][C:2]1([CH3:8])[CH2:7][CH2:6][NH:5][CH2:4][CH2:3]1.CCN(C(C)C)C(C)C.[N:18]([C:21]([CH3:27])([CH3:26])[CH2:22][C:23](Cl)=[O:24])=[N+:19]=[N-:20].Cl. (5) Given the product [Si:1]([O:8][C@@H:9]1[C@H:13]([CH3:14])[N:12]([C:19]2[CH:26]=[CH:25][C:22]([C:23]#[N:24])=[C:21]([C:27]([F:28])([F:30])[F:29])[CH:20]=2)[C:11](=[O:15])[C:10]1([CH3:16])[CH3:17])([C:4]([CH3:7])([CH3:6])[CH3:5])([CH3:3])[CH3:2], predict the reactants needed to synthesize it. The reactants are: [Si:1]([O:8][C@@H:9]1[C@H:13]([CH3:14])[NH:12][C:11](=[O:15])[C:10]1([CH3:17])[CH3:16])([C:4]([CH3:7])([CH3:6])[CH3:5])([CH3:3])[CH3:2].I[C:19]1[CH:26]=[CH:25][C:22]([C:23]#[N:24])=[C:21]([C:27]([F:30])([F:29])[F:28])[CH:20]=1.C(=O)([O-])[O-].[Cs+].[Cs+].C1(P(C2C=CC=CC=2)C2C3OC4C(=CC=CC=4P(C4C=CC=CC=4)C4C=CC=CC=4)C(C)(C)C=3C=CC=2)C=CC=CC=1. (6) Given the product [NH2:36][C:37]1[S:41][C:40]([C:42]2[C:47]([F:48])=[CH:46][CH:45]=[CH:44][C:43]=2[F:49])=[N:39][C:38]=1[C:50]([NH:26][C:7]1[CH:6]=[N:5][N:4]([CH:1]2[CH2:2][CH2:3]2)[C:8]=1[N:9]1[CH2:15][CH2:14][C@@H:13]([O:16][CH3:17])[C@@H:12]([NH2:18])[CH2:11][CH2:10]1)=[O:51], predict the reactants needed to synthesize it. The reactants are: [CH:1]1([N:4]2[C:8]([N:9]3[CH2:15][CH2:14][CH:13]([O:16][CH3:17])[CH:12]([NH:18]C(=O)OC(C)(C)C)[CH2:11][CH2:10]3)=[C:7]([N+:26]([O-])=O)[CH:6]=[N:5]2)[CH2:3][CH2:2]1.C(OC([NH:36][C:37]1[S:41][C:40]([C:42]2[C:47]([F:48])=[CH:46][CH:45]=[CH:44][C:43]=2[F:49])=[N:39][C:38]=1[C:50](O)=[O:51])=O)(C)(C)C. (7) Given the product [Cl:27][C:24]1[CH:25]=[CH:26][C:21]([CH:12]([C:14]2[CH:19]=[CH:18][C:17]([Cl:20])=[CH:16][CH:15]=2)[C:9]2[CH:10]=[C:11]3[C:6](=[CH:7][CH:8]=2)[N:5]=[C:4]([OH:28])[CH:3]=[C:2]3[Br:1])=[CH:22][CH:23]=1, predict the reactants needed to synthesize it. The reactants are: [Br:1][C:2]1[C:11]2[C:6](=[CH:7][CH:8]=[C:9]([C:12]([C:21]3[CH:26]=[CH:25][C:24]([Cl:27])=[CH:23][CH:22]=3)([C:14]3[CH:19]=[CH:18][C:17]([Cl:20])=[CH:16][CH:15]=3)O)[CH:10]=2)[N:5]=[C:4]([O:28]C(C)(C)C)[CH:3]=1.[SiH](CC)(CC)CC.FC(F)(F)C(O)=O.C(=O)(O)[O-].[Na+]. (8) Given the product [F:1][C:2]([F:12])([F:11])[C:3]1[CH:4]=[C:5]([CH:8]=[C:9]([C:2]([F:12])([F:11])[F:1])[CH:10]=1)[CH2:6][N:14]1[CH2:15][C@H:16]2[C@H:20]([NH:21][S:22]([C:25]3[CH:30]=[CH:29][CH:28]=[C:27]([C:31]([F:34])([F:32])[F:33])[CH:26]=3)(=[O:24])=[O:23])[CH2:19][CH2:18][C@H:17]2[CH2:13]1, predict the reactants needed to synthesize it. The reactants are: [F:1][C:2]([F:12])([F:11])[C:3]1[CH:4]=[C:5]([CH:8]=[CH:9][CH:10]=1)[CH:6]=O.[CH2:13]1[C@@H:17]2[CH2:18][CH2:19][C@@H:20]([NH:21][S:22]([C:25]3[CH:30]=[CH:29][CH:28]=[C:27]([C:31]([F:34])([F:33])[F:32])[CH:26]=3)(=[O:24])=[O:23])[C@@H:16]2[CH2:15][NH:14]1.C1(C(C2CCCCC2)C(N[C@@H]2[C@H]3[C@H](CNC3)CC2)=O)CCCCC1. (9) Given the product [Cl:1][C:2]1[N:3]=[C:4]([NH:12][C:13]2[CH:14]=[CH:15][C:16]([CH2:19][C:20]([O:22][C:23]([CH3:26])([CH3:25])[CH3:24])=[O:21])=[CH:17][CH:18]=2)[C:5]2[CH2:10][CH2:9][CH2:8][C:6]=2[N:7]=1, predict the reactants needed to synthesize it. The reactants are: [Cl:1][C:2]1[N:3]=[C:4](Cl)[C:5]2[CH2:10][CH2:9][CH2:8][C:6]=2[N:7]=1.[NH2:12][C:13]1[CH:18]=[CH:17][C:16]([CH2:19][C:20]([O:22][C:23]([CH3:26])([CH3:25])[CH3:24])=[O:21])=[CH:15][CH:14]=1.C(N(C(C)C)CC)(C)C. (10) Given the product [CH2:21]([N:22]1[C:27](=[S:28])[C:26]([C:29]2[CH:34]=[CH:33][C:32]([O:35][C:2]3[C:11]4[C:6](=[CH:7][C:8]([O:14][CH3:15])=[C:9]([O:12][CH3:13])[CH:10]=4)[N:5]=[CH:4][CH:3]=3)=[C:31]([F:36])[CH:30]=2)=[CH:25][N:24]=[CH:23]1)[C:20]1[CH:37]=[CH:38][CH:17]=[CH:18][CH:19]=1, predict the reactants needed to synthesize it. The reactants are: Cl[C:2]1[C:11]2[C:6](=[CH:7][C:8]([O:14][CH3:15])=[C:9]([O:12][CH3:13])[CH:10]=2)[N:5]=[CH:4][CH:3]=1.Cl[C:17]1[CH:38]=[CH:37][C:20]([CH2:21][N:22]2[C:27](=[S:28])[C:26]([C:29]3[CH:34]=[CH:33][C:32]([OH:35])=[C:31]([F:36])[CH:30]=3)=[CH:25][N:24]=[CH:23]2)=[CH:19][CH:18]=1.